Dataset: Forward reaction prediction with 1.9M reactions from USPTO patents (1976-2016). Task: Predict the product of the given reaction. (1) The product is: [CH2:47]([O:46][C:40]1[C:39]([CH:50]([C:53]2[CH:58]=[CH:57][CH:56]=[CH:55][CH:54]=2)[CH:51]=[CH2:52])=[CH:38][C:37]([Br:36])=[CH:42][C:41]=1[N+:43]([O-:45])=[O:44])[CH:48]=[CH2:49]. Given the reactants BrC1C=C([N+]([O-])=O)C(O)=C(C/C=C/C)C=1.BrC1C=C(C(C2C=CC=CC=2)C=C)C(O)=C([N+]([O-])=O)C=1.[Br:36][C:37]1[CH:38]=[C:39]([CH:50]([C:53]2[CH:58]=[CH:57][CH:56]=[CH:55][CH:54]=2)[CH:51]=[CH2:52])[C:40]([O:46][CH2:47][CH2:48][CH3:49])=[C:41]([N+:43]([O-:45])=[O:44])[CH:42]=1, predict the reaction product. (2) Given the reactants [CH3:1][O:2][CH:3]1[C:7]2([CH2:12][CH2:11][N:10](C(OC(C)(C)C)=O)[CH2:9][CH2:8]2)[C:6](=[O:20])[N:5]([C:21]2[CH2:22][O:23][C:24](=[O:26])[CH:25]=2)[CH2:4]1.FC(F)(F)C(O)=O, predict the reaction product. The product is: [CH3:1][O:2][CH:3]1[C:7]2([CH2:12][CH2:11][NH:10][CH2:9][CH2:8]2)[C:6](=[O:20])[N:5]([C:21]2[CH2:22][O:23][C:24](=[O:26])[CH:25]=2)[CH2:4]1. (3) Given the reactants [CH3:1][S:2]([NH:5][C:6]1[CH:21]=[CH:20][C:9]2[NH:10][C:11]([CH2:16][C:17]([OH:19])=O)=[N:12][S:13](=[O:15])(=[O:14])[C:8]=2[CH:7]=1)(=[O:4])=[O:3].[CH2:22]([O:24][C:25]([CH:27]1[CH2:31][CH2:30][CH2:29][CH:28]1[NH:32][CH2:33][CH3:34])=[O:26])[CH3:23].Cl.CN(C)CCCN=C=NCC.CN1CCOCC1.Cl, predict the reaction product. The product is: [CH2:22]([O:24][C:25]([CH:27]1[CH2:31][CH2:30][CH2:29][CH:28]1[N:32]([CH2:33][CH3:34])[C:17](=[O:19])[CH2:16][C:11]1[NH:10][C:9]2[CH:20]=[CH:21][C:6]([NH:5][S:2]([CH3:1])(=[O:3])=[O:4])=[CH:7][C:8]=2[S:13](=[O:14])(=[O:15])[N:12]=1)=[O:26])[CH3:23].